Dataset: Reaction yield outcomes from USPTO patents with 853,638 reactions. Task: Predict the reaction yield, written as a fraction of the theoretical maximum amount of product (1.0 means a 100% yield; for example, 0.34 means a 34% yield). (1) The reactants are [C:1]([C:5]1[N:10]=[C:9]([N:11]2[CH2:16][CH2:15][N:14]([CH2:17][CH2:18][CH2:19][CH2:20][NH2:21])[CH2:13][CH2:12]2)[CH:8]=[C:7]([CH:22]2[CH2:24][CH2:23]2)[N:6]=1)([CH3:4])([CH3:3])[CH3:2].C1N=CN([C:30](N2C=NC=C2)=[O:31])C=1.[C:37]1([N:43]2[CH2:48][CH2:47][NH:46][CH2:45][CH2:44]2)[CH:42]=[CH:41][CH:40]=[CH:39][CH:38]=1. The catalyst is C(Cl)(Cl)Cl.CO. The product is [C:1]([C:5]1[N:10]=[C:9]([N:11]2[CH2:12][CH2:13][N:14]([CH2:17][CH2:18][CH2:19][CH2:20][NH:21][C:30]([N:46]3[CH2:47][CH2:48][N:43]([C:37]4[CH:42]=[CH:41][CH:40]=[CH:39][CH:38]=4)[CH2:44][CH2:45]3)=[O:31])[CH2:15][CH2:16]2)[CH:8]=[C:7]([CH:22]2[CH2:24][CH2:23]2)[N:6]=1)([CH3:4])([CH3:2])[CH3:3]. The yield is 0.320. (2) The reactants are Cl.[F:2][C:3]([F:24])([F:23])[C:4]1[CH:22]=[CH:21][CH:20]=[CH:19][C:5]=1[CH:6]([O:14][CH:15]1[CH2:18][NH:17][CH2:16]1)[C:7]1[CH:12]=[CH:11][C:10]([Cl:13])=[CH:9][CH:8]=1.C(=O)([O-])[O-].[C:29]([N:33]=[C:34]=[S:35])([CH3:32])([CH3:31])[CH3:30]. The catalyst is C(Cl)Cl. The product is [F:24][C:3]([F:2])([F:23])[C:4]1[CH:22]=[CH:21][CH:20]=[CH:19][C:5]=1[CH:6]([O:14][CH:15]1[CH2:18][N:17]([C:34](=[S:35])[NH:33][C:29]([CH3:32])([CH3:31])[CH3:30])[CH2:16]1)[C:7]1[CH:12]=[CH:11][C:10]([Cl:13])=[CH:9][CH:8]=1. The yield is 0.890. (3) No catalyst specified. The yield is 0.870. The reactants are [CH2:1]([NH:3][C:4](=[O:16])[C:5]1[C:10]([Si:11]([CH3:14])([CH3:13])[CH3:12])=[CH:9][CH:8]=[CH:7][C:6]=1[I:15])[CH3:2].[CH:17]1(N)CC1. The product is [CH:1]1([NH:3][C:4](=[O:16])[C:5]2[C:10]([Si:11]([CH3:14])([CH3:13])[CH3:12])=[CH:9][CH:8]=[CH:7][C:6]=2[I:15])[CH2:17][CH2:2]1. (4) The product is [CH:1]([C:3]1[CH:11]=[CH:10][C:6]([C:7]([O:9][CH2:18][CH3:19])=[O:8])=[C:5]([CH3:12])[CH:4]=1)=[O:2]. The yield is 0.800. The reactants are [CH:1]([C:3]1[CH:11]=[CH:10][C:6]([C:7]([OH:9])=[O:8])=[C:5]([CH3:12])[CH:4]=1)=[O:2].OS(O)(=O)=O.[CH3:18][CH2:19]O. No catalyst specified. (5) The reactants are [NH2:1][C:2]1[CH:3]=[C:4]([C:10]2[N:15]=[C:14]3[N:16]([CH2:21][CH:22]4[CH2:27][CH2:26][O:25][CH2:24][CH2:23]4)[C:17](=[O:20])[CH2:18][NH:19][C:13]3=[N:12][CH:11]=2)[CH:5]=[C:6]([CH3:9])[C:7]=1[NH2:8].CC1C=C(B2OC(C)(C)C(C)(C)O2)C=[C:31]([NH2:44])C=1N.BrC1N=C2N(CC3CCOCC3)C(=O)CNC2=NC=1.ClCCl.C(=O)([O-])[O-].[Na+].[Na+]. The catalyst is C1C=CC(P(C2C=CC=CC=2)[C-]2C=CC=C2)=CC=1.C1C=CC(P(C2C=CC=CC=2)[C-]2C=CC=C2)=CC=1.Cl[Pd]Cl.[Fe+2].C(O)(C)C.O1CCOCC1. The product is [NH2:44][C:31]1[NH:1][C:2]2[CH:3]=[C:4]([C:10]3[N:15]=[C:14]4[N:16]([CH2:21][CH:22]5[CH2:27][CH2:26][O:25][CH2:24][CH2:23]5)[C:17](=[O:20])[CH2:18][NH:19][C:13]4=[N:12][CH:11]=3)[CH:5]=[C:6]([CH3:9])[C:7]=2[N:8]=1. The yield is 0.990.